Dataset: Reaction yield outcomes from USPTO patents with 853,638 reactions. Task: Predict the reaction yield, written as a fraction of the theoretical maximum amount of product (1.0 means a 100% yield; for example, 0.34 means a 34% yield). (1) The reactants are Cl[C:2]1[N:11]=[C:10]([NH2:12])[C:9]2[C:4](=[CH:5][CH:6]=[C:7]([CH3:13])[CH:8]=2)[N:3]=1.[CH2:14]([O:16][C:17]1[CH:18]=[C:19]([CH:28]=[CH:29][C:30]=1[O:31][CH3:32])[CH2:20][N:21]1[CH2:26][CH2:25][CH:24]([NH2:27])[CH2:23][CH2:22]1)[CH3:15]. The catalyst is CN1C(=O)CCC1. The product is [CH2:14]([O:16][C:17]1[CH:18]=[C:19]([CH:28]=[CH:29][C:30]=1[O:31][CH3:32])[CH2:20][N:21]1[CH2:22][CH2:23][CH:24]([NH:27][C:2]2[N:11]=[C:10]([NH2:12])[C:9]3[C:4](=[CH:5][CH:6]=[C:7]([CH3:13])[CH:8]=3)[N:3]=2)[CH2:25][CH2:26]1)[CH3:15]. The yield is 0.390. (2) The reactants are [S:1](=[O:33])(=[O:32])([O:3][CH2:4][C@@H:5]1[C@@H:12]2[C@@H:8]([O:9]C(C)(C)[O:11]2)[C@H:7]([NH:15][C:16]2[CH:21]=[C:20]([NH:22][C@@H:23]3[C:31]4[C:26](=[CH:27][CH:28]=[CH:29][CH:30]=4)[CH2:25][CH2:24]3)[N:19]=[CH:18][N:17]=2)[CH2:6]1)[NH2:2].FC(F)(F)C(O)=O.O. No catalyst specified. The product is [S:1](=[O:33])(=[O:32])([O:3][CH2:4][C@H:5]1[CH2:6][C@@H:7]([NH:15][C:16]2[CH:21]=[C:20]([NH:22][C@@H:23]3[C:31]4[C:26](=[CH:27][CH:28]=[CH:29][CH:30]=4)[CH2:25][CH2:24]3)[N:19]=[CH:18][N:17]=2)[C@H:8]([OH:9])[C@@H:12]1[OH:11])[NH2:2]. The yield is 0.490. (3) The catalyst is COCCOC.O.[Pd].C1(P(C2C=CC=CC=2)C2C=CC=CC=2)C=CC=CC=1.C1(P(C2C=CC=CC=2)C2C=CC=CC=2)C=CC=CC=1.C1(P(C2C=CC=CC=2)C2C=CC=CC=2)C=CC=CC=1.C1(P(C2C=CC=CC=2)C2C=CC=CC=2)C=CC=CC=1. The reactants are [Br-].[Cl:2][C:3]1[CH:8]=[CH:7][CH:6]=[C:5]([Cl:9])[CH:4]=1.[OH-].[Na+].[CH3:12][O:13][C:14]1[CH:19]=[CH:18][CH:17]=[CH:16][C:15]=1B(O)O. The yield is 0.930. The product is [Cl:2][C:3]1[CH:8]=[CH:7][CH:6]=[C:5]([Cl:9])[C:4]=1[C:15]1[CH:16]=[CH:17][CH:18]=[CH:19][C:14]=1[O:13][CH3:12]. (4) The reactants are C([N:8]1[C@H:12]([CH3:13])[CH2:11][C@H:10]([CH2:14][N:15]2[C:23]3[C:18](=[CH:19][C:20]([C:24]4[CH:25]=[N:26][N:27]([CH:29]5[CH2:34][CH2:33][CH2:32][CH2:31][O:30]5)[CH:28]=4)=[CH:21][CH:22]=3)[CH:17]=[CH:16]2)[CH2:9]1)C1C=CC=CC=1.C([O-])=O.[NH4+].C(OCC)(=O)C. The catalyst is CO.[OH-].[OH-].[Pd+2]. The product is [CH3:13][C@H:12]1[NH:8][CH2:9][C@@H:10]([CH2:14][N:15]2[C:23]3[C:18](=[CH:19][C:20]([C:24]4[CH:25]=[N:26][N:27]([CH:29]5[CH2:34][CH2:33][CH2:32][CH2:31][O:30]5)[CH:28]=4)=[CH:21][CH:22]=3)[CH:17]=[CH:16]2)[CH2:11]1. The yield is 0.990. (5) The reactants are I[C:2]1[N:7]=[CH:6][C:5]([CH2:8][N:9]2[CH:14]=[C:13]([C:15]3[CH:20]=[CH:19][C:18]([O:21][CH3:22])=[CH:17][CH:16]=3)[CH:12]=[CH:11][C:10]2=[O:23])=[CH:4][CH:3]=1.C(N(C(C)C)C(C)C)C.[CH3:33][Si:34]([C:37]#[CH:38])([CH3:36])[CH3:35]. The catalyst is [Cu]I.CN(C=O)C. The product is [CH3:22][O:21][C:18]1[CH:19]=[CH:20][C:15]([C:13]2[CH:12]=[CH:11][C:10](=[O:23])[N:9]([CH2:8][C:5]3[CH:6]=[N:7][C:2]([C:38]#[C:37][Si:34]([CH3:36])([CH3:35])[CH3:33])=[CH:3][CH:4]=3)[CH:14]=2)=[CH:16][CH:17]=1. The yield is 0.930. (6) The yield is 0.540. The product is [NH2:6][C:7]1[CH:8]=[CH:9][CH:10]=[CH:11][C:1]=1[C:2]([NH:13][C:14]1[CH:19]=[CH:18][CH:17]=[CH:16][N:15]=1)=[O:4]. The reactants are [C:1]12[C:7](=[CH:8][CH:9]=[CH:10][CH:11]=1)[NH:6]C(=O)[O:4][C:2]2=O.[NH2:13][C:14]1[CH:19]=[CH:18][CH:17]=[CH:16][N:15]=1. The catalyst is O1CCOCC1.